This data is from Forward reaction prediction with 1.9M reactions from USPTO patents (1976-2016). The task is: Predict the product of the given reaction. Given the reactants [CH3:1][O:2][C:3]1[CH:4]=[C:5]2[C:10](=[CH:11][C:12]=1[OH:13])[N:9]=[CH:8][CH:7]=[C:6]2[O:14][C:15]1[CH:20]=[CH:19][C:18]([N+:21]([O-:23])=[O:22])=[CH:17][CH:16]=1.[N+](C1C=CC([O:33][S:34]([C:37]([F:40])([F:39])[F:38])(=O)=[O:35])=CC=1)([O-])=O.C(=O)([O-])[O-].[K+].[K+], predict the reaction product. The product is: [CH3:1][O:2][C:3]1[CH:4]=[C:5]2[C:10](=[CH:11][C:12]=1[O:13][S:34]([C:37]([F:40])([F:39])[F:38])(=[O:35])=[O:33])[N:9]=[CH:8][CH:7]=[C:6]2[O:14][C:15]1[CH:16]=[CH:17][C:18]([N+:21]([O-:23])=[O:22])=[CH:19][CH:20]=1.